From a dataset of Reaction yield outcomes from USPTO patents with 853,638 reactions. Predict the reaction yield, written as a fraction of the theoretical maximum amount of product (1.0 means a 100% yield; for example, 0.34 means a 34% yield). The reactants are C([O:8][C:9]1[CH:14]=[C:13]([O:15]CC2C=CC=CC=2)[C:12]([CH:23]([CH3:25])[CH3:24])=[CH:11][C:10]=1[C:26]1[N:27]([C:32]2[CH:37]=[CH:36][C:35]([O:38][CH3:39])=[C:34]([N:40]([CH3:44])[CH2:41][CH2:42][CH3:43])[CH:33]=2)[C:28]([OH:31])=[N:29][N:30]=1)C1C=CC=CC=1. The catalyst is CO.[Pd]. The product is [OH:31][C:28]1[N:27]([C:32]2[CH:37]=[CH:36][C:35]([O:38][CH3:39])=[C:34]([N:40]([CH3:44])[CH2:41][CH2:42][CH3:43])[CH:33]=2)[C:26]([C:10]2[CH:11]=[C:12]([CH:23]([CH3:24])[CH3:25])[C:13]([OH:15])=[CH:14][C:9]=2[OH:8])=[N:30][N:29]=1. The yield is 0.940.